This data is from Reaction yield outcomes from USPTO patents with 853,638 reactions. The task is: Predict the reaction yield, written as a fraction of the theoretical maximum amount of product (1.0 means a 100% yield; for example, 0.34 means a 34% yield). (1) The reactants are [NH2:1][C:2]1[CH:7]=[CH:6][CH:5]=[C:4]([NH2:8])[C:3]=1[NH:9][CH2:10][CH2:11][CH2:12][CH2:13][CH2:14][OH:15].[Cl:16][C:17]1[CH:22]=[C:21]([Cl:23])[CH:20]=[CH:19][C:18]=1[N:24]=[C:25]=[S:26]. The catalyst is O1CCCC1. The product is [NH2:1][C:2]1[C:3]([NH:9][CH2:10][CH2:11][CH2:12][CH2:13][CH2:14][OH:15])=[C:4]([NH:8][C:25]([NH:24][C:18]2[CH:19]=[CH:20][C:21]([Cl:23])=[CH:22][C:17]=2[Cl:16])=[S:26])[CH:5]=[CH:6][CH:7]=1. The yield is 0.320. (2) The reactants are [C:1](=[O:4])([O-])N.[CH3:5][O:6][C:7](=[O:20])[NH:8][C:9]1[S:10][C:11]2[CH:17]=[CH:16][CH:15]=[C:14]([O:18][CH3:19])[C:12]=2[N:13]=1. No catalyst specified. The product is [CH3:5][O:6][C:7](=[O:20])[NH:8][C:9]1[S:10][C:11]2[C:17]([N:13]3[CH2:9][CH2:1][O:4][CH2:11][CH2:12]3)=[CH:16][CH:15]=[C:14]([O:18][CH3:19])[C:12]=2[N:13]=1. The yield is 0.580. (3) The reactants are Cl[C:2]1[C:3]([CH2:12][N:13]([CH:26]2[CH2:28][CH2:27]2)[C:14]([C:16]2[C:17]([CH:23]([F:25])[F:24])=[N:18][N:19]([CH3:22])[C:20]=2[F:21])=[O:15])=[N:4][CH:5]=[C:6]([C:8]([F:11])([F:10])[F:9])[CH:7]=1.[S:29]1[CH:33]=[CH:32][C:31](B(O)O)=[CH:30]1.C(=O)([O-])[O-].[Cs+].[Cs+]. The catalyst is COCCOC.C(P(C(C)(C)C)O)(C)(C)C.Cl[Pd]Cl. The product is [CH:26]1([N:13]([CH2:12][C:3]2[C:2]([C:31]3[CH:32]=[CH:33][S:29][CH:30]=3)=[CH:7][C:6]([C:8]([F:11])([F:10])[F:9])=[CH:5][N:4]=2)[C:14]([C:16]2[C:17]([CH:23]([F:25])[F:24])=[N:18][N:19]([CH3:22])[C:20]=2[F:21])=[O:15])[CH2:28][CH2:27]1. The yield is 0.100.